Task: Predict which catalyst facilitates the given reaction.. Dataset: Catalyst prediction with 721,799 reactions and 888 catalyst types from USPTO (1) Reactant: [Cl:1][C:2]1[CH:7]=[C:6]([Cl:8])[CH:5]=[CH:4][C:3]=1[CH:9]1[CH2:14][CH2:13][CH2:12][CH2:11][C:10]1=[O:15].[Br:16]Br. Product: [Br:16][CH:11]1[CH2:12][CH2:13][CH2:14][CH:9]([C:3]2[CH:4]=[CH:5][C:6]([Cl:8])=[CH:7][C:2]=2[Cl:1])[C:10]1=[O:15]. The catalyst class is: 22. (2) Reactant: [CH:1]([C:4]1[CH:11]=[CH:10][CH:9]=[CH:8][C:5]=1[CH2:6]Br)([CH3:3])[CH3:2].Cl.[O:13]=[C:14]1[C:19]([C:20]([O:22][CH2:23][CH3:24])=[O:21])=[CH:18][CH:17]=[CH:16][NH:15]1.[H-].[Na+]. Product: [CH:1]([C:4]1[CH:11]=[CH:10][CH:9]=[CH:8][C:5]=1[CH2:6][N:15]1[CH:16]=[CH:17][CH:18]=[C:19]([C:20]([O:22][CH2:23][CH3:24])=[O:21])[C:14]1=[O:13])([CH3:3])[CH3:2]. The catalyst class is: 3. (3) Reactant: [C:1]([O:5][C:6](=[O:34])[N:7]([CH2:23][CH2:24][CH2:25][CH2:26][N:27]([CH2:31][CH2:32][CH3:33])[CH2:28][CH2:29][CH3:30])[CH2:8][C:9]1[CH:14]=[CH:13][C:12]([CH2:15][NH:16][CH2:17][C:18]2[NH:19][CH:20]=[CH:21][N:22]=2)=[CH:11][CH:10]=1)([CH3:4])([CH3:3])[CH3:2].[C:35]([BH3-])#[N:36].[Na+].[C:39](O)(=O)[CH3:40].[OH-].[Na+]. Product: [C:1]([O:5][C:6](=[O:34])[N:7]([CH2:23][CH2:24][CH2:25][CH2:26][N:27]([CH2:28][CH2:29][CH3:30])[CH2:31][CH2:32][CH3:33])[CH2:8][C:9]1[CH:10]=[CH:11][C:12]([CH2:15][N:16]([CH2:17][C:18]2[NH:19][CH:20]=[CH:21][N:22]=2)[CH2:11][C:10]2[CH:9]=[CH:8][C:39]([CH3:40])=[CH:35][N:36]=2)=[CH:13][CH:14]=1)([CH3:3])([CH3:4])[CH3:2]. The catalyst class is: 5. (4) Reactant: [Cl:1][C:2]1[CH:10]=[CH:9][C:8]2[NH:7][C:6]3[CH2:11][C:12]4([CH2:17][CH2:16]4)[N:13]([CH3:15])[CH2:14][C:5]=3[C:4]=2[CH:3]=1.[F:18][C:19]([F:29])([F:28])[C:20]1[CH:25]=[CH:24][C:23]([CH:26]=[CH2:27])=[CH:22][N:21]=1.[OH-].[K+]. Product: [Cl:1][C:2]1[CH:10]=[CH:9][C:8]2[N:7]([CH2:27][CH2:26][C:23]3[CH:22]=[N:21][C:20]([C:19]([F:29])([F:18])[F:28])=[CH:25][CH:24]=3)[C:6]3[CH2:11][C:12]4([CH2:16][CH2:17]4)[N:13]([CH3:15])[CH2:14][C:5]=3[C:4]=2[CH:3]=1. The catalyst class is: 37. (5) Reactant: [F:1][C:2]1([F:25])[CH2:7][CH2:6][N:5]([C:8]2[CH:13]=[CH:12][N:11]=[CH:10][C:9]=2[N+:14]([O-])=O)[CH2:4][CH:3]1[NH:17][C:18](=[O:24])[O:19][C:20]([CH3:23])([CH3:22])[CH3:21].C(N(CC)CC)C. Product: [NH2:14][C:9]1[CH:10]=[N:11][CH:12]=[CH:13][C:8]=1[N:5]1[CH2:6][CH2:7][C:2]([F:1])([F:25])[CH:3]([NH:17][C:18](=[O:24])[O:19][C:20]([CH3:22])([CH3:21])[CH3:23])[CH2:4]1. The catalyst class is: 162. (6) Reactant: Cl[C:2]1[CH:7]=[C:6]([NH:8]C(=O)OC(C)(C)C)[N:5]2[N:16]=[CH:17][C:18]([CH:19]=[O:20])=[C:4]2[N:3]=1.O1CCOCC1.[Cl:27][C:28]1[CH:29]=[C:30]([CH:32]=[CH:33][CH:34]=1)[NH2:31].O.C1(C)C=CC(S(O)(=O)=O)=CC=1. Product: [NH2:8][C:6]1[N:5]2[N:16]=[CH:17][C:18]([CH:19]=[O:20])=[C:4]2[N:3]=[C:2]([NH:31][C:30]2[CH:32]=[CH:33][CH:34]=[C:28]([Cl:27])[CH:29]=2)[CH:7]=1. The catalyst class is: 6.